From a dataset of Forward reaction prediction with 1.9M reactions from USPTO patents (1976-2016). Predict the product of the given reaction. (1) Given the reactants N[C:2]1[N:6]([CH2:7][CH:8]=[CH2:9])[N:5]=[C:4]([CH3:10])[C:3]=1[C:11]([O:13][CH2:14][CH3:15])=[O:12].N([O-])=O.[Na+].[ClH:20], predict the reaction product. The product is: [Cl:20][C:2]1[N:6]([CH2:7][CH:8]=[CH2:9])[N:5]=[C:4]([CH3:10])[C:3]=1[C:11]([O:13][CH2:14][CH3:15])=[O:12]. (2) The product is: [NH2:32][C@H:5]([CH2:4][CH:3]([CH3:40])[CH3:2])[C:6]([NH:7][CH:8]1[CH2:17][C:16]2[C:11](=[C:12]([N:18]3[CH2:22][CH2:21][CH2:20][C:19]3=[O:23])[CH:13]=[CH:14][CH:15]=2)[N:10]([CH2:24][C:25]2[CH:29]=[CH:28][S:27][CH:26]=2)[C:9]1=[O:30])=[O:31]. Given the reactants Cl.[CH3:2][CH:3]([CH3:40])[CH2:4][C@@H:5]([NH:32]C(=O)OC(C)(C)C)[C:6](=[O:31])[NH:7][CH:8]1[CH2:17][C:16]2[C:11](=[C:12]([N:18]3[CH2:22][CH2:21][CH2:20][C:19]3=[O:23])[CH:13]=[CH:14][CH:15]=2)[N:10]([CH2:24][C:25]2[CH:29]=[CH:28][S:27][CH:26]=2)[C:9]1=[O:30].[OH-].[Na+], predict the reaction product. (3) The product is: [CH2:1]([O:8][C:9]([NH:11][C:12]([CH3:17])([C:14]([O:16][C:31]([CH3:34])([CH3:33])[CH3:32])=[O:15])[CH3:13])=[O:10])[C:2]1[CH:3]=[CH:4][CH:5]=[CH:6][CH:7]=1. Given the reactants [CH2:1]([O:8][C:9]([NH:11][C:12]([CH3:17])([C:14]([OH:16])=[O:15])[CH3:13])=[O:10])[C:2]1[CH:7]=[CH:6][CH:5]=[CH:4][CH:3]=1.B(F)(F)F.CCOCC.ClC(Cl)(Cl)C(=N)O[C:31]([CH3:34])([CH3:33])[CH3:32].C([O-])(O)=O.[Na+], predict the reaction product. (4) The product is: [O:23]=[C:19]1[NH:20][C:21]2[N:22]=[C:13]([CH2:12][N:11]([CH:8]3[CH2:9][CH2:10][N:5]([C:3](=[O:4])[C:2]([F:1])([F:24])[F:25])[CH2:6][CH2:7]3)[C:26](=[O:27])[O:28][C:29]([CH3:32])([CH3:31])[CH3:30])[CH:14]=[CH:15][C:16]=2[CH:17]=[CH:18]1. Given the reactants [F:1][C:2]([F:25])([F:24])[C:3]([N:5]1[CH2:10][CH2:9][CH:8]([NH:11][CH2:12][C:13]2[N:22]=[C:21]3[C:16]([CH:17]=[CH:18][C:19](=[O:23])[NH:20]3)=[CH:15][CH:14]=2)[CH2:7][CH2:6]1)=[O:4].[C:26](O[C:26]([O:28][C:29]([CH3:32])([CH3:31])[CH3:30])=[O:27])([O:28][C:29]([CH3:32])([CH3:31])[CH3:30])=[O:27].O, predict the reaction product. (5) The product is: [N:1]([CH2:4][CH2:5][CH2:6][CH2:7][CH2:8][CH2:9][CH2:10][O:29][C:26]1[CH:27]=[CH:28][C:23]([Cl:22])=[CH:24][CH:25]=1)=[N+:2]=[N-:3]. Given the reactants [N:1]([CH2:4][CH2:5][CH2:6][CH2:7][CH2:8][CH2:9][CH2:10]OS(C1C=CC(C)=CC=1)(=O)=O)=[N+:2]=[N-:3].[Cl:22][C:23]1[CH:28]=[CH:27][C:26]([OH:29])=[CH:25][CH:24]=1.C([O-])([O-])=O.[K+].[K+], predict the reaction product. (6) Given the reactants C([Li])(CC)C.Br[C:7]1[CH:8]=[CH:9][CH:10]=[C:11]2[C:16]=1[N:15]=[CH:14][CH:13]=[CH:12]2.CN(C)[CH:19]=[O:20], predict the reaction product. The product is: [N:15]1[C:16]2[C:11](=[CH:10][CH:9]=[CH:8][C:7]=2[CH:19]=[O:20])[CH:12]=[CH:13][CH:14]=1. (7) Given the reactants C(NC(C)C)(C)C.C([Li])CCC.[CH3:13][C:14]1([CH3:28])[CH2:22][CH2:21][C:20]([CH3:24])([CH3:23])[C:19]2[CH2:18][CH:17]([C:25]([OH:27])=[O:26])[CH2:16][C:15]1=2.[CH2:29](I)[CH2:30][CH2:31][CH2:32][CH3:33].Cl, predict the reaction product. The product is: [CH3:24][C:20]1([CH3:23])[CH2:21][CH2:22][C:14]([CH3:28])([CH3:13])[C:15]2[CH2:16][C:17]([CH2:29][CH2:30][CH2:31][CH2:32][CH3:33])([C:25]([OH:27])=[O:26])[CH2:18][C:19]1=2. (8) The product is: [CH2:1]([O:8][C:9]1[CH:10]=[CH:11][C:12]([CH2:15][CH2:16][C:17]([OH:19])=[O:18])=[CH:13][CH:14]=1)[C:2]1[CH:3]=[CH:4][CH:5]=[CH:6][CH:7]=1. Given the reactants [CH2:1]([O:8][C:9]1[CH:14]=[CH:13][C:12]([CH2:15][CH2:16][C:17]([O:19]C)=[O:18])=[CH:11][CH:10]=1)[C:2]1[CH:7]=[CH:6][CH:5]=[CH:4][CH:3]=1.[OH-].[K+].Cl, predict the reaction product.